From a dataset of Forward reaction prediction with 1.9M reactions from USPTO patents (1976-2016). Predict the product of the given reaction. The product is: [Br-:1].[CH3:25][O:24][C:21]1[CH:22]=[CH:23][C:18]([P+:17]([C:26]2[CH:27]=[CH:28][C:29]([O:32][CH3:33])=[CH:30][CH:31]=2)([C:14]2[CH:15]=[CH:16][C:11]([O:10][CH3:9])=[CH:12][CH:13]=2)[C:2]2[CH:7]=[CH:6][CH:5]=[CH:4][C:3]=2[OH:8])=[CH:19][CH:20]=1. Given the reactants [Br:1][C:2]1[CH:7]=[CH:6][CH:5]=[CH:4][C:3]=1[OH:8].[CH3:9][O:10][C:11]1[CH:16]=[CH:15][C:14]([P:17]([C:26]2[CH:31]=[CH:30][C:29]([O:32][CH3:33])=[CH:28][CH:27]=2)[C:18]2[CH:23]=[CH:22][C:21]([O:24][CH3:25])=[CH:20][CH:19]=2)=[CH:13][CH:12]=1.C(O)CO, predict the reaction product.